Dataset: Full USPTO retrosynthesis dataset with 1.9M reactions from patents (1976-2016). Task: Predict the reactants needed to synthesize the given product. (1) Given the product [CH3:1][O:2][C:3]1[CH:4]=[C:5]2[C:10](=[CH:11][C:12]=1[O:13][CH3:14])[N:9]=[CH:8][CH:7]=[C:6]2[O:15][C:16]1[CH:21]=[CH:20][C:19]([O:22][CH2:26][CH2:27][CH3:28])=[CH:18][C:17]=1[C:23](=[O:25])[CH3:24], predict the reactants needed to synthesize it. The reactants are: [CH3:1][O:2][C:3]1[CH:4]=[C:5]2[C:10](=[CH:11][C:12]=1[O:13][CH3:14])[N:9]=[CH:8][CH:7]=[C:6]2[O:15][C:16]1[CH:21]=[CH:20][C:19]([OH:22])=[CH:18][C:17]=1[C:23](=[O:25])[CH3:24].[CH2:26](I)[CH2:27][CH3:28].C(=O)([O-])[O-].[K+].[K+]. (2) Given the product [CH3:25][C@@H:26]([CH2:30][CH3:31])[C:27]([N:1]1[CH2:2][CH:3]([O:5][C:6]2[CH:11]=[CH:10][C:9]([NH:12][C:13]([N:15]3[CH2:18][CH:17]([C:19]4[CH:20]=[N:21][CH:22]=[CH:23][CH:24]=4)[CH2:16]3)=[O:14])=[CH:8][CH:7]=2)[CH2:4]1)=[O:28], predict the reactants needed to synthesize it. The reactants are: [NH:1]1[CH2:4][CH:3]([O:5][C:6]2[CH:11]=[CH:10][C:9]([NH:12][C:13]([N:15]3[CH2:18][CH:17]([C:19]4[CH:20]=[N:21][CH:22]=[CH:23][CH:24]=4)[CH2:16]3)=[O:14])=[CH:8][CH:7]=2)[CH2:2]1.[CH3:25][C@@H:26]([CH2:30][CH3:31])[C:27](O)=[O:28].Cl.CN(C)CCCN=C=NCC.O.ON1C2C=CC=CC=2N=N1.C(N(C(C)C)CC)(C)C. (3) Given the product [CH3:23][C:24]1([CH3:26])[C:20]2[N:19]=[C:18]([C:21]#[N:22])[CH:17]=[CH:16][C:15]=2[NH:14][CH:13]([C:9]2[CH:10]=[CH:11][CH:12]=[C:7]([N:1]3[CH2:6][CH2:5][O:4][CH2:3][CH2:2]3)[CH:8]=2)[CH2:25]1, predict the reactants needed to synthesize it. The reactants are: [N:1]1([C:7]2[CH:8]=[C:9](/[CH:13]=[N:14]/[C:15]3[CH:16]=[CH:17][C:18]([C:21]#[N:22])=[N:19][CH:20]=3)[CH:10]=[CH:11][CH:12]=2)[CH2:6][CH2:5][O:4][CH2:3][CH2:2]1.[CH2:23]=[C:24]([CH3:26])[CH3:25].FC(F)(F)S([O-])(=O)=O.[Yb+3].FC(F)(F)S([O-])(=O)=O.FC(F)(F)S([O-])(=O)=O. (4) Given the product [CH3:1][O:2][C:3]1[CH:4]=[CH:5][C:6]([N:9]2[CH:13]=[C:12]([CH3:14])[C:11]([CH:15]=[O:16])=[N:10]2)=[CH:7][CH:8]=1, predict the reactants needed to synthesize it. The reactants are: [CH3:1][O:2][C:3]1[CH:8]=[CH:7][C:6]([N:9]2[CH:13]=[C:12]([CH3:14])[C:11]([C:15](OCC)=[O:16])=[N:10]2)=[CH:5][CH:4]=1.[H-].[Al+3].[Li+].[H-].[H-].[H-]. (5) Given the product [CH2:25]([O:29][C:30]([N:32]1[CH2:37][CH2:36][N:35]([C:10](=[O:12])[C@@H:9]([NH2:8])[CH2:13][O:14][CH2:15][CH3:16])[CH2:34][CH2:33]1)=[O:31])[CH2:26][CH2:27][CH3:28], predict the reactants needed to synthesize it. The reactants are: C([NH:8][C@@H:9]([CH2:13][O:14][CH2:15][CH3:16])[C:10]([OH:12])=O)(OC(C)(C)C)=O.C(N1CCOCC1)C.[CH2:25]([O:29][C:30]([N:32]1[CH2:37][CH2:36][NH:35][CH2:34][CH2:33]1)=[O:31])[CH2:26][CH2:27][CH3:28].[B-](F)(F)(F)F.CCOC(C(C#N)=NOC(N(C)C)=[N+](C)C)=O.C([O-])(O)=O.[Na+].C(O)(C(F)(F)F)=O. (6) Given the product [C:1]([C:3]1[CH:4]=[C:5]([S:23]([NH:26][C:27]2[S:28][CH:29]=[CH:30][N:31]=2)(=[O:25])=[O:24])[CH:6]=[CH:7][C:8]=1[O:9][C:10]1[CH:11]=[N:12][C:13]([C:17]2[CH:22]=[CH:21][CH:20]=[CH:19][CH:18]=2)=[CH:14][C:15]=1[C:38]1[C:33]([F:32])=[N:34][CH:35]=[CH:36][CH:37]=1)#[N:2], predict the reactants needed to synthesize it. The reactants are: [C:1]([C:3]1[CH:4]=[C:5]([S:23]([NH:26][C:27]2[S:28][CH:29]=[CH:30][N:31]=2)(=[O:25])=[O:24])[CH:6]=[CH:7][C:8]=1[O:9][C:10]1[CH:11]=[N:12][C:13]([C:17]2[CH:22]=[CH:21][CH:20]=[CH:19][CH:18]=2)=[CH:14][C:15]=1I)#[N:2].[F:32][C:33]1[C:38](B(O)O)=[CH:37][CH:36]=[CH:35][N:34]=1.C([O-])([O-])=O.[Na+].[Na+].O.